From a dataset of NCI-60 drug combinations with 297,098 pairs across 59 cell lines. Regression. Given two drug SMILES strings and cell line genomic features, predict the synergy score measuring deviation from expected non-interaction effect. Drug 2: CC1=C2C(C(=O)C3(C(CC4C(C3C(C(C2(C)C)(CC1OC(=O)C(C(C5=CC=CC=C5)NC(=O)OC(C)(C)C)O)O)OC(=O)C6=CC=CC=C6)(CO4)OC(=O)C)O)C)O. Cell line: MALME-3M. Synergy scores: CSS=-10.4, Synergy_ZIP=1.14, Synergy_Bliss=-9.00, Synergy_Loewe=-11.1, Synergy_HSA=-11.7. Drug 1: COC1=NC(=NC2=C1N=CN2C3C(C(C(O3)CO)O)O)N.